Dataset: Reaction yield outcomes from USPTO patents with 853,638 reactions. Task: Predict the reaction yield, written as a fraction of the theoretical maximum amount of product (1.0 means a 100% yield; for example, 0.34 means a 34% yield). (1) The reactants are C([O:8][C:9]1[CH:14]=[C:13](F)[C:12]([O:16][CH3:17])=[CH:11][C:10]=1[C:18](=[O:20])[CH3:19])C1C=CC=CC=1.[CH2:21]([N:28]1[CH2:33][CH2:32][NH:31][CH2:30][CH2:29]1)[C:22]1[CH:27]=[CH:26][CH:25]=[CH:24][CH:23]=1.C(=O)([O-])[O-].[K+].[K+]. The catalyst is CN(C=O)C. The product is [CH2:21]([N:28]1[CH2:33][CH2:32][N:31]([C:13]2[C:12]([O:16][CH3:17])=[CH:11][C:10]([C:18](=[O:20])[CH3:19])=[C:9]([OH:8])[CH:14]=2)[CH2:30][CH2:29]1)[C:22]1[CH:23]=[CH:24][CH:25]=[CH:26][CH:27]=1. The yield is 0.730. (2) The reactants are [CH3:1][C:2](=[CH2:37])[C:3]#[C:4][C@@H:5]([N:16]1[CH2:21][CH2:20][C@@H:19]([CH2:22][C:23]([O:25]C)=[O:24])[CH2:18][C@H:17]1[C:27]1[CH:32]=[CH:31][C:30]([C:33]([F:36])([F:35])[F:34])=[CH:29][CH:28]=1)[C:6]1[CH:7]=[N:8][C:9]([C:12]([F:15])([F:14])[F:13])=[CH:10][CH:11]=1.[Li+].[OH-].Cl. The catalyst is C1COCC1.O. The product is [CH3:37][C:2](=[CH2:1])[C:3]#[C:4][C@@H:5]([N:16]1[CH2:21][CH2:20][C@@H:19]([CH2:22][C:23]([OH:25])=[O:24])[CH2:18][C@H:17]1[C:27]1[CH:32]=[CH:31][C:30]([C:33]([F:36])([F:34])[F:35])=[CH:29][CH:28]=1)[C:6]1[CH:7]=[N:8][C:9]([C:12]([F:15])([F:13])[F:14])=[CH:10][CH:11]=1. The yield is 0.710.